This data is from Catalyst prediction with 721,799 reactions and 888 catalyst types from USPTO. The task is: Predict which catalyst facilitates the given reaction. (1) Reactant: [CH3:1][S:2][C:3]1[S:4][C:5]([C:13]2[CH:17]=[CH:16][NH:15][N:14]=2)=[C:6]2[CH2:11][CH2:10][CH2:9][C:8](=[O:12])[C:7]=12.[H-].[Na+].Cl[CH2:21][O:22][CH2:23][CH2:24][Si:25]([CH3:28])([CH3:27])[CH3:26]. Product: [CH3:1][S:2][C:3]1[S:4][C:5]([C:13]2[CH:17]=[CH:16][N:15]([CH2:21][O:22][CH2:23][CH2:24][Si:25]([CH3:28])([CH3:27])[CH3:26])[N:14]=2)=[C:6]2[CH2:11][CH2:10][CH2:9][C:8](=[O:12])[C:7]=12. The catalyst class is: 266. (2) Reactant: [CH2:1]([C:3]([C:20]1[CH:33]=[CH:32][C:23]([O:24][CH2:25][C@H:26]2[O:30][C:29](=[O:31])[CH2:28][CH2:27]2)=[C:22]([CH3:34])[CH:21]=1)([C:6]1[CH:11]=[CH:10][C:9]([CH2:12][S:13]([C:15]([CH3:18])([CH3:17])[CH3:16])=[O:14])=[C:8]([CH3:19])[CH:7]=1)[CH2:4][CH3:5])[CH3:2].[OH-:35].[K+]. Product: [CH2:4]([C:3]([C:20]1[CH:33]=[CH:32][C:23]([O:24][CH2:25][C@@H:26]([OH:35])[CH2:27][CH2:28][C:29]([OH:30])=[O:31])=[C:22]([CH3:34])[CH:21]=1)([C:6]1[CH:11]=[CH:10][C:9]([CH2:12][S:13]([C:15]([CH3:18])([CH3:16])[CH3:17])=[O:14])=[C:8]([CH3:19])[CH:7]=1)[CH2:1][CH3:2])[CH3:5]. The catalyst class is: 5. (3) Reactant: C[Al](C)C.[NH2:5][C:6]1[CH:13]=[CH:12][C:9]([C:10]#[N:11])=[CH:8][N:7]=1.[Si:14]([O:21][CH:22]1[CH2:25][N:24]([CH2:26][C@H:27]([OH:32])[C:28](OC)=[O:29])[CH2:23]1)([C:17]([CH3:20])([CH3:19])[CH3:18])([CH3:16])[CH3:15]. Product: [Si:14]([O:21][CH:22]1[CH2:25][N:24]([CH2:26][C@H:27]([OH:32])[C:28]([NH:5][C:6]2[CH:13]=[CH:12][C:9]([C:10]#[N:11])=[CH:8][N:7]=2)=[O:29])[CH2:23]1)([C:17]([CH3:20])([CH3:19])[CH3:18])([CH3:16])[CH3:15]. The catalyst class is: 11. (4) Reactant: [CH3:1][C:2]1[O:6][N:5]=[C:4]([NH:7][C:8](=[O:16])OC2C=CC=CC=2)[CH:3]=1.[NH2:17][C:18]1[CH:23]=[CH:22][C:21]([C:24]([N:26]2[CH2:31][CH2:30][N:29]([CH2:32][C:33]3[CH:38]=[CH:37][C:36]([C:39]([OH:48])([C:44]([F:47])([F:46])[F:45])[C:40]([F:43])([F:42])[F:41])=[CH:35][CH:34]=3)[CH2:28][CH2:27]2)=[O:25])=[CH:20][C:19]=1[F:49]. Product: [F:49][C:19]1[CH:20]=[C:21]([C:24]([N:26]2[CH2:27][CH2:28][N:29]([CH2:32][C:33]3[CH:38]=[CH:37][C:36]([C:39]([OH:48])([C:40]([F:41])([F:42])[F:43])[C:44]([F:46])([F:47])[F:45])=[CH:35][CH:34]=3)[CH2:30][CH2:31]2)=[O:25])[CH:22]=[CH:23][C:18]=1[NH:17][C:8]([NH:7][C:4]1[CH:3]=[C:2]([CH3:1])[O:6][N:5]=1)=[O:16]. The catalyst class is: 12. (5) Reactant: [CH2:1]([O:8][CH2:9][C@H:10]([NH:13][C:14](=[O:20])[O:15][C:16]([CH3:19])([CH3:18])[CH3:17])[CH2:11][OH:12])[C:2]1[CH:7]=[CH:6][CH:5]=[CH:4][CH:3]=1.CC(OI1(OC(C)=O)(OC(C)=O)OC(=O)C2C=CC=CC1=2)=O. Product: [CH2:1]([O:8][CH2:9][C@H:10]([NH:13][C:14](=[O:20])[O:15][C:16]([CH3:18])([CH3:17])[CH3:19])[CH:11]=[O:12])[C:2]1[CH:3]=[CH:4][CH:5]=[CH:6][CH:7]=1. The catalyst class is: 2.